This data is from Forward reaction prediction with 1.9M reactions from USPTO patents (1976-2016). The task is: Predict the product of the given reaction. (1) Given the reactants [Cl:1][C:2]1[CH:12]=[CH:11][C:5](/[CH:6]=[CH:7]/[C:8](O)=[O:9])=[CH:4][CH:3]=1.S(Cl)([Cl:15])=O, predict the reaction product. The product is: [Cl:1][C:2]1[CH:12]=[CH:11][C:5]([CH:6]=[CH:7][C:8]([Cl:15])=[O:9])=[CH:4][CH:3]=1. (2) Given the reactants FC(F)(F)C1ON=C(C2SC(C(O)=O)=CC=2)C=1C.CN(C[C@H]1CCCNC1)C(=O)OC(C)(C)C.[ClH:35].[CH3:36][NH:37][C@@H:38]1[CH2:43][CH2:42][CH2:41][N:40]([C:44]([C:46]2[S:47][C:48]([C:51]3[C:55]([CH3:56])=[C:54]([C:57]([F:60])([F:59])[F:58])[O:53][N:52]=3)=[CH:49][CH:50]=2)=[O:45])[CH2:39]1, predict the reaction product. The product is: [ClH:35].[CH3:36][NH:37][C@H:38]1[CH2:43][CH2:42][CH2:41][N:40]([C:44]([C:46]2[S:47][C:48]([C:51]3[C:55]([CH3:56])=[C:54]([C:57]([F:60])([F:59])[F:58])[O:53][N:52]=3)=[CH:49][CH:50]=2)=[O:45])[CH2:39]1. (3) Given the reactants [C:1]1(P(C2C=CC=CC=2)C2C=CC=CC=2)C=CC=C[CH:2]=1.BrN1C(=O)CCC1=O.[Cl:28][C:29]1[CH:30]=[C:31]([C@@H:39]([CH2:49][CH:50]2[CH2:54][CH2:53][CH2:52][CH2:51]2)[C:40]([NH:42][C:43]2[CH:47]=[CH:46][N:45]([CH3:48])[N:44]=2)=[O:41])[CH:32]=[CH:33][C:34]=1[S:35]([CH3:38])(=[O:37])=[O:36].C(N1C=CC(N)=N1)CC.N1C(C)=CC=CC=1C, predict the reaction product. The product is: [Cl:28][C:29]1[CH:30]=[C:31]([C@@H:39]([CH2:49][CH:50]2[CH2:51][CH2:52][CH2:53][CH2:54]2)[C:40]([NH:42][C:43]2[CH:47]=[CH:46][N:45]([CH2:48][CH2:1][CH3:2])[N:44]=2)=[O:41])[CH:32]=[CH:33][C:34]=1[S:35]([CH3:38])(=[O:37])=[O:36]. (4) Given the reactants [NH2:1][C:2]1[C:3]([OH:31])=[CH:4][C:5]([C:27]([F:30])([F:29])[F:28])=[C:6]([CH:26]=1)[C:7]([N:9]([CH:23]([CH3:25])[CH3:24])[C@@H:10]1[CH2:15][CH2:14][CH2:13][N:12]([C:16]([O:18][C:19]([CH3:22])([CH3:21])[CH3:20])=[O:17])[CH2:11]1)=[O:8].Br[CH:33]([CH:37]1[CH2:42][CH2:41][O:40][CH2:39][CH2:38]1)[C:34](Cl)=[O:35], predict the reaction product. The product is: [CH:23]([N:9]([C:7]([C:6]1[C:5]([C:27]([F:30])([F:28])[F:29])=[CH:4][C:3]2[O:31][CH:33]([CH:37]3[CH2:42][CH2:41][O:40][CH2:39][CH2:38]3)[C:34](=[O:35])[NH:1][C:2]=2[CH:26]=1)=[O:8])[C@@H:10]1[CH2:15][CH2:14][CH2:13][N:12]([C:16]([O:18][C:19]([CH3:20])([CH3:21])[CH3:22])=[O:17])[CH2:11]1)([CH3:24])[CH3:25]. (5) Given the reactants [Cl:1][C:2]1[C:11]2[C:6](=[CH:7][CH:8]=[C:9]([C:12]([C:20]3[C:21]([CH3:27])=[N:22][C:23]([CH3:26])=[CH:24][CH:25]=3)([OH:19])[C:13]3[N:17]([CH3:18])[N:16]=[N:15][CH:14]=3)[CH:10]=2)[N:5]=[C:4]([O:28][CH3:29])[C:3]=1[OH:30].[CH3:31][C:32]1([CH2:36]O)[CH2:35][O:34][CH2:33]1.C1C=CC(P(C2C=CC=CC=2)C2C=CC=CC=2)=CC=1.CC(OC(/N=N/C(OC(C)C)=O)=O)C, predict the reaction product. The product is: [Cl:1][C:2]1[C:11]2[C:6](=[CH:7][CH:8]=[C:9]([C:12]([C:20]3[C:21]([CH3:27])=[N:22][C:23]([CH3:26])=[CH:24][CH:25]=3)([C:13]3[N:17]([CH3:18])[N:16]=[N:15][CH:14]=3)[OH:19])[CH:10]=2)[N:5]=[C:4]([O:28][CH3:29])[C:3]=1[O:30][CH2:31][C:32]1([CH3:36])[CH2:35][O:34][CH2:33]1. (6) Given the reactants [CH3:1][C:2]1[CH:24]=[CH:23][CH:22]=[C:21]([CH3:25])[C:3]=1[CH2:4][S:5][C:6]1[CH:11]=[CH:10][C:9]([C:12](=[O:20])[CH2:13][CH2:14][C:15]([O:17]CC)=[O:16])=[CH:8][CH:7]=1.[OH-].[Na+].Cl, predict the reaction product. The product is: [CH3:1][C:2]1[CH:24]=[CH:23][CH:22]=[C:21]([CH3:25])[C:3]=1[CH2:4][S:5][C:6]1[CH:7]=[CH:8][C:9]([C:12](=[O:20])[CH2:13][CH2:14][C:15]([OH:17])=[O:16])=[CH:10][CH:11]=1.